From a dataset of Catalyst prediction with 721,799 reactions and 888 catalyst types from USPTO. Predict which catalyst facilitates the given reaction. (1) Reactant: Cl[C:2]1[CH:3]=[N:4][C:5]2[C:10]([N:11]=1)=[CH:9][C:8]([C:12]([N:14]([O:16][CH3:17])[CH3:15])=[O:13])=[CH:7][CH:6]=2.[Cl:18][C:19]1[CH:24]=[CH:23][C:22](B(O)O)=[CH:21][CH:20]=1.C([O-])([O-])=O.[Na+].[Na+]. Product: [Cl:18][C:19]1[CH:24]=[CH:23][C:22]([C:2]2[CH:3]=[N:4][C:5]3[C:10]([N:11]=2)=[CH:9][C:8]([C:12]([N:14]([O:16][CH3:17])[CH3:15])=[O:13])=[CH:7][CH:6]=3)=[CH:21][CH:20]=1. The catalyst class is: 38. (2) Reactant: C(OC([N:8]1[CH2:13][CH2:12][O:11][CH:10]([CH2:14][NH:15][C:16]([C:18]2[C:19]3[CH2:20][C@H:21]4[CH2:34][C@H:22]4[C:23]=3[N:24]([C:26]3[CH:31]=[CH:30][C:29]([F:32])=[CH:28][C:27]=3[F:33])[N:25]=2)=[O:17])[CH2:9]1)=O)(C)(C)C.Cl. Product: [NH:8]1[CH2:13][CH2:12][O:11][CH:10]([CH2:14][NH:15][C:16]([C:18]2[C:19]3[CH2:20][C@H:21]4[CH2:34][C@H:22]4[C:23]=3[N:24]([C:26]3[CH:31]=[CH:30][C:29]([F:32])=[CH:28][C:27]=3[F:33])[N:25]=2)=[O:17])[CH2:9]1. The catalyst class is: 12. (3) Reactant: [CH2:1]([NH:8][C:9]1[C:14]([C:15]([C:17]2[C:25]3[C:20](=[CH:21][C:22]([Cl:26])=[CH:23][CH:24]=3)[NH:19][CH:18]=2)=[O:16])=[CH:13][CH:12]=[CH:11][N:10]=1)[C:2]1[CH:7]=[CH:6][CH:5]=[CH:4][CH:3]=1.[H-].[Na+].[CH3:29]I. Product: [CH2:1]([NH:8][C:9]1[C:14]([C:15]([C:17]2[C:25]3[C:20](=[CH:21][C:22]([Cl:26])=[CH:23][CH:24]=3)[N:19]([CH3:29])[CH:18]=2)=[O:16])=[CH:13][CH:12]=[CH:11][N:10]=1)[C:2]1[CH:7]=[CH:6][CH:5]=[CH:4][CH:3]=1. The catalyst class is: 3. (4) Reactant: [CH3:1][N:2]([CH3:26])[C:3]([C:5]1[CH:6]=[C:7]([C:23](O)=[O:24])[C:8](=[O:22])[N:9]([C:12]2[CH:17]=[CH:16][CH:15]=[C:14]([C:18]([F:21])([F:20])[F:19])[CH:13]=2)[C:10]=1[CH3:11])=[O:4].CN(C(ON1N=NC2C=CC=NC1=2)=[N+](C)C)C.F[P-](F)(F)(F)(F)F.C1C=NC2N(O)N=NC=2C=1.CCN(C(C)C)C(C)C.[CH:70]1([CH2:76][NH2:77])[CH2:75][CH2:74][CH2:73][CH2:72][CH2:71]1. Product: [CH:70]1([CH2:76][NH:77][C:23]([C:7]2[C:8](=[O:22])[N:9]([C:12]3[CH:17]=[CH:16][CH:15]=[C:14]([C:18]([F:19])([F:21])[F:20])[CH:13]=3)[C:10]([CH3:11])=[C:5]([C:3]([N:2]([CH3:26])[CH3:1])=[O:4])[CH:6]=2)=[O:24])[CH2:75][CH2:74][CH2:73][CH2:72][CH2:71]1. The catalyst class is: 37. (5) Reactant: [CH3:1][C:2](=[CH:4][CH2:5][CH2:6][C:7](=[CH:9][CH:10]=[O:11])[CH3:8])[CH3:3]. Product: [CH3:3][C:2](=[CH:4][CH2:5][CH2:6][C:7](=[CH:9][CH:10]=[O:11])[CH3:8])[CH3:1].[CH3:1][CH2:2][CH2:4][CH2:5][CH2:10][CH2:9][CH2:7][CH2:6][CH2:5][CH2:4][CH2:2][CH3:3]. The catalyst class is: 21.